From a dataset of Forward reaction prediction with 1.9M reactions from USPTO patents (1976-2016). Predict the product of the given reaction. (1) Given the reactants [O:1]=[CH:2][C@@H:3]([C@H:5]([C@@H:7]([C@@H:9](CO)[OH:10])[OH:8])[OH:6])[OH:4].O=C[C@H]([C@@H]([C@@H](CO)O)O)O.O=C[C@H]([C@H]([C@@H]([C@@H](CO)O)O)O)O, predict the reaction product. The product is: [O:1]=[CH:2][C@@H:3]([C@H:5]([C@@H:7]([CH2:9][OH:10])[OH:8])[OH:6])[OH:4]. (2) Given the reactants [CH2:1]([S:3][CH2:4][OH:5])[CH3:2].[Si:6](Cl)([C:9]([CH3:12])([CH3:11])[CH3:10])([CH3:8])[CH3:7].C(N(CC)CC)C, predict the reaction product. The product is: [CH2:1]([S:3][CH2:4][O:5][Si:6]([C:9]([CH3:12])([CH3:11])[CH3:10])([CH3:8])[CH3:7])[CH3:2]. (3) The product is: [CH2:50]([O:49][C:47](=[O:48])[NH:45][C@@H:21]1[CH2:22][C@H:23]([C:25](=[O:44])[N:26]([CH:41]2[CH2:42][CH2:43]2)[CH2:27][C:28]2[CH:33]=[CH:32][C:31]([CH3:34])=[C:30]([O:35][CH2:36][CH2:37][CH2:38][O:39][CH3:40])[CH:29]=2)[CH2:24][NH:19][CH2:20]1)[CH:51]([CH3:53])[CH3:52]. Given the reactants Cl.C1C2C(COC([N:19]3[CH2:24][C@@H:23]([C:25](=[O:44])[N:26]([CH:41]4[CH2:43][CH2:42]4)[CH2:27][C:28]4[CH:33]=[CH:32][C:31]([CH3:34])=[C:30]([O:35][CH2:36][CH2:37][CH2:38][O:39][CH3:40])[CH:29]=4)[CH2:22][C@@H:21]([NH2:45])[CH2:20]3)=O)C3C(=CC=CC=3)C=2C=CC=1.Cl[C:47]([O:49][CH2:50][CH:51]([CH3:53])[CH3:52])=[O:48], predict the reaction product. (4) The product is: [ClH:1].[Cl:1][C:2]1[CH:3]=[CH:4][CH:5]=[C:6]2[C:10]=1[NH:9][CH:8]=[C:7]2[CH:11]1[CH2:16][CH2:15][N:14]([CH2:18][CH2:19][C:20]([N:22]2[CH2:31][CH2:30][C:29]3[C:24](=[CH:25][CH:26]=[CH:27][CH:28]=3)[CH2:23]2)=[O:21])[CH2:13][CH2:12]1. Given the reactants [Cl:1][C:2]1[CH:3]=[CH:4][CH:5]=[C:6]2[C:10]=1[NH:9][CH:8]=[C:7]2[CH:11]1[CH2:16][CH2:15][NH:14][CH2:13][CH2:12]1.Br[CH2:18][CH2:19][C:20]([N:22]1[CH2:31][CH2:30][C:29]2[C:24](=[CH:25][CH:26]=[CH:27][CH:28]=2)[CH2:23]1)=[O:21], predict the reaction product. (5) The product is: [Cl:40][C:25]1[C:26]([NH:28][C:29]2[CH:34]=[CH:33][CH:32]=[CH:31][C:30]=2[S:35]([NH:38][CH3:39])(=[O:37])=[O:36])=[N:27][C:22]([NH:1][C:2]2[CH:20]=[CH:19][C:5]3[N:6]([C:13](=[O:18])[C:14]([F:17])([F:16])[F:15])[CH2:7][CH2:8][C:9](=[O:12])[NH:10][CH2:11][C:4]=3[CH:3]=2)=[N:23][CH:24]=1. Given the reactants [NH2:1][C:2]1[CH:20]=[CH:19][C:5]2[N:6]([C:13](=[O:18])[C:14]([F:17])([F:16])[F:15])[CH2:7][CH2:8][C:9](=[O:12])[NH:10][CH2:11][C:4]=2[CH:3]=1.Cl[C:22]1[N:27]=[C:26]([NH:28][C:29]2[CH:34]=[CH:33][CH:32]=[CH:31][C:30]=2[S:35]([NH:38][CH3:39])(=[O:37])=[O:36])[C:25]([Cl:40])=[CH:24][N:23]=1, predict the reaction product. (6) Given the reactants S(Cl)(Cl)=O.Cl.[CH3:6][N:7]1[CH2:12][CH2:11][C:10](=[C:13]2[C:22]3[CH:23]=[CH:24][CH:25]=[CH:26][C:21]=3[CH2:20][CH2:19][C:18]3[S:17][C:16]([C:27]([OH:29])=[O:28])=[CH:15][C:14]2=3)[CH2:9][CH2:8]1.[CH2:30](O)[CH3:31], predict the reaction product. The product is: [CH3:6][N:7]1[CH2:8][CH2:9][C:10](=[C:13]2[C:22]3[CH:23]=[CH:24][CH:25]=[CH:26][C:21]=3[CH2:20][CH2:19][C:18]3[S:17][C:16]([C:27]([O:29][CH2:30][CH3:31])=[O:28])=[CH:15][C:14]2=3)[CH2:11][CH2:12]1. (7) Given the reactants C1COCC1.[C:6]([NH:10][S:11]([C:14]1[S:15][C:16]([Cl:19])=[CH:17][CH:18]=1)(=[O:13])=[O:12])([CH3:9])([CH3:8])[CH3:7].C([Li])CCC.C1(S(N(S(C2C=CC=CC=2)(=O)=O)[F:35])(=O)=O)C=CC=CC=1, predict the reaction product. The product is: [C:6]([NH:10][S:11]([C:14]1[S:15][C:16]([Cl:19])=[CH:17][C:18]=1[F:35])(=[O:12])=[O:13])([CH3:9])([CH3:7])[CH3:8]. (8) Given the reactants [CH2:1]([C@@H:8]1[CH2:15][CH2:14][CH2:13][NH:12][C:11](=O)[CH2:10][N:9]1[S:17]([C:20]1[CH:25]=[CH:24][CH:23]=[CH:22][C:21]=1[O:26][C:27]([F:30])([F:29])[F:28])(=[O:19])=[O:18])[C:2]1[CH:7]=[CH:6][CH:5]=[CH:4][CH:3]=1.COC1C=CC(P2(=S)SP(=S)(C3C=CC(OC)=CC=3)[S:40]2)=CC=1.C([O-])(O)=O.[Na+], predict the reaction product. The product is: [CH2:1]([C@@H:8]1[CH2:15][CH2:14][CH2:13][NH:12][C:11](=[S:40])[CH2:10][N:9]1[S:17]([C:20]1[CH:25]=[CH:24][CH:23]=[CH:22][C:21]=1[O:26][C:27]([F:30])([F:29])[F:28])(=[O:19])=[O:18])[C:2]1[CH:7]=[CH:6][CH:5]=[CH:4][CH:3]=1. (9) Given the reactants [F:1][C:2]([F:19])([F:18])[C:3]1[C:13]([C:14]([F:17])([F:16])[F:15])=[CH:12][CH:11]=[CH:10][C:4]=1[CH2:5][NH:6][C:7]([NH2:9])=[O:8].C([O:22][CH:23]=[C:24]([C:30](OCC)=O)[C:25]([O:27][CH2:28][CH3:29])=[O:26])C.[O-]CC.[Na+].Cl, predict the reaction product. The product is: [F:1][C:2]([F:18])([F:19])[C:3]1[C:13]([C:14]([F:17])([F:16])[F:15])=[CH:12][CH:11]=[CH:10][C:4]=1[CH2:5][N:6]1[C:23](=[O:22])[C:24]([C:25]([O:27][CH2:28][CH3:29])=[O:26])=[CH:30][NH:9][C:7]1=[O:8]. (10) Given the reactants [CH3:1][N:2]1[C:10]([CH2:11][C:12]([O:14]C)=[O:13])=[C:9]2[C:4]([N:5]([CH3:19])[C:6](=[O:18])[N:7]([CH3:17])[C:8]2=[O:16])=[N:3]1.OS(O)(=O)=O, predict the reaction product. The product is: [CH3:1][N:2]1[C:10]([CH2:11][C:12]([OH:14])=[O:13])=[C:9]2[C:4]([N:5]([CH3:19])[C:6](=[O:18])[N:7]([CH3:17])[C:8]2=[O:16])=[N:3]1.